Predict which catalyst facilitates the given reaction. From a dataset of Catalyst prediction with 721,799 reactions and 888 catalyst types from USPTO. (1) Reactant: [C:1]([N:8]1[CH2:11][CH:10]([CH2:12][NH:13][C:14]2[CH:19]=[CH:18][CH:17]=[CH:16][CH:15]=2)[CH2:9]1)([O:3][C:4]([CH3:7])([CH3:6])[CH3:5])=[O:2].[C:20](Cl)(=[O:23])[CH2:21][CH3:22]. Product: [C:1]([N:8]1[CH2:11][CH:10]([CH2:12][N:13]([C:14]2[CH:19]=[CH:18][CH:17]=[CH:16][CH:15]=2)[C:20](=[O:23])[CH2:21][CH3:22])[CH2:9]1)([O:3][C:4]([CH3:6])([CH3:7])[CH3:5])=[O:2]. The catalyst class is: 2. (2) Reactant: Br[C:2]1[CH:19]=[CH:18][C:5]([CH2:6][NH:7][C:8]23[CH2:17][CH:12]4[CH2:13][CH:14]([CH2:16][CH:10]([CH2:11]4)[CH2:9]2)[CH2:15]3)=[CH:4][CH:3]=1.[CH3:20][C:21]1[CH:22]=[C:23]([B-](F)(F)F)[S:24][CH:25]=1.[K+].CS(O)(=O)=O. Product: [CH3:20][C:21]1[CH:22]=[C:23]([C:2]2[CH:19]=[CH:18][C:5]([CH2:6][NH:7][C:8]34[CH2:17][CH:12]5[CH2:13][CH:14]([CH2:16][CH:10]([CH2:11]5)[CH2:9]3)[CH2:15]4)=[CH:4][CH:3]=2)[S:24][CH:25]=1. The catalyst class is: 27. (3) Reactant: [C:1](=[O:4])([O-])[O-].[K+].[K+].[CH3:7][CH:8]1[CH:12]([CH3:13])[O:11][C:10]([C:14]2([C:20]3[CH:21]=[C:22]([S:26][C:27]4[CH:32]=[CH:31][C:30]([N:33]5[C:37](=O)[NH:36][C:35]([CH3:39])=[N:34]5)=[CH:29][CH:28]=4)[CH:23]=[CH:24][CH:25]=3)[CH2:19][CH2:18][O:17][CH2:16][CH2:15]2)=[N:9]1.CI. Product: [CH3:7][CH:8]1[CH:12]([CH3:13])[O:11][C:10]([C:14]2([C:20]3[CH:21]=[C:22]([S:26][C:27]4[CH:28]=[CH:29][C:30]([N:33]5[C:1](=[O:4])[N:36]([CH3:37])[C:35]([CH3:39])=[N:34]5)=[CH:31][CH:32]=4)[CH:23]=[CH:24][CH:25]=3)[CH2:15][CH2:16][O:17][CH2:18][CH2:19]2)=[N:9]1. The catalyst class is: 9. (4) Reactant: [Cl:1][C:2]1[CH:7]=[CH:6][C:5]([C:8]2[N:9]=[C:10]([C:13]([OH:15])=O)[S:11][CH:12]=2)=[CH:4][CH:3]=1.C1N=CN(C(N2C=NC=C2)=O)C=1.[Cl:28][C:29]1[CH:34]=[CH:33][C:32]([CH:35]([NH2:37])[CH3:36])=[CH:31][CH:30]=1.C(Cl)(Cl)Cl. Product: [Cl:28][C:29]1[CH:34]=[CH:33][C:32]([CH:35]([NH:37][C:13]([C:10]2[S:11][CH:12]=[C:8]([C:5]3[CH:4]=[CH:3][C:2]([Cl:1])=[CH:7][CH:6]=3)[N:9]=2)=[O:15])[CH3:36])=[CH:31][CH:30]=1. The catalyst class is: 1.